From a dataset of Forward reaction prediction with 1.9M reactions from USPTO patents (1976-2016). Predict the product of the given reaction. (1) Given the reactants [CH:1]([N:4]([C:10]1[CH:11]=[N:12][O:13][C:14]=1[CH3:15])[C:5]([CH:7]1[CH2:9][CH2:8]1)=[O:6])([CH3:3])[CH3:2].[H][H], predict the reaction product. The product is: [C:14](/[C:10](/[N:4]([CH:1]([CH3:3])[CH3:2])[C:5]([CH:7]1[CH2:8][CH2:9]1)=[O:6])=[CH:11]/[NH2:12])(=[O:13])[CH3:15]. (2) The product is: [C:33]([C:32]1[CH:35]=[C:36]([F:39])[CH:37]=[CH:38][C:31]=1[NH:30][C:27]1[CH:28]=[CH:29][C:24]([CH2:23][NH:22][C:12]([C:9]2([NH:8][C:6](=[O:7])[O:5][C:1]([CH3:2])([CH3:3])[CH3:4])[CH2:10][CH2:11]2)=[O:14])=[CH:25][CH:26]=1)#[N:34]. Given the reactants [C:1]([O:5][C:6]([NH:8][C:9]1([C:12]([OH:14])=O)[CH2:11][CH2:10]1)=[O:7])([CH3:4])([CH3:3])[CH3:2].FC(F)(F)C(O)=O.[NH2:22][CH2:23][C:24]1[CH:29]=[CH:28][C:27]([NH:30][C:31]2[CH:38]=[CH:37][C:36]([F:39])=[CH:35][C:32]=2[C:33]#[N:34])=[CH:26][CH:25]=1, predict the reaction product. (3) Given the reactants F[C:2]1[N:7]=[CH:6][C:5]([N:8]2[CH2:12][CH2:11][N:10]([C:13]3[CH:14]=[N:15][CH:16]=[CH:17][C:18]=3[CH3:19])[C:9]2=[O:20])=[CH:4][CH:3]=1.CO.C([O-])(O)=[O:24].[Na+], predict the reaction product. The product is: [OH:24][C:2]1[N:7]=[CH:6][C:5]([N:8]2[CH2:12][CH2:11][N:10]([C:13]3[CH:14]=[N:15][CH:16]=[CH:17][C:18]=3[CH3:19])[C:9]2=[O:20])=[CH:4][CH:3]=1. (4) The product is: [F:12][C:11]([F:14])([F:13])[C:9]1[N:10]=[C:5]2[CH:4]=[CH:3][C:2]([B:15]([OH:18])[OH:16])=[CH:7][N:6]2[CH:8]=1. Given the reactants Br[C:2]1[CH:3]=[CH:4][C:5]2[N:6]([CH:8]=[C:9]([C:11]([F:14])([F:13])[F:12])[N:10]=2)[CH:7]=1.[B:15](OC)([O:18]C)[O:16]C.C([Li])CCC.Cl.C(=O)(O)[O-].[Na+], predict the reaction product.